From a dataset of Clinical trial toxicity outcomes and FDA approval status for drugs. Regression/Classification. Given a drug SMILES string, predict its toxicity properties. Task type varies by dataset: regression for continuous values (e.g., LD50, hERG inhibition percentage) or binary classification for toxic/non-toxic outcomes (e.g., AMES mutagenicity, cardiotoxicity, hepatotoxicity). Dataset: clintox. (1) The molecule is Cc1cccc(C)c1OCC(=O)N[C@@H](Cc1ccccc1)[C@@H](O)C[C@H](Cc1ccccc1)NC(=O)[C@H](C(C)C)N1CCCNC1=O. The result is 0 (passed clinical trial). (2) The drug is C[NH+]1CCN2c3ncccc3Cc3ccccc3C2C1. The result is 0 (passed clinical trial). (3) The compound is C[C@]12CC[C@@H]3c4ccc(O)cc4CC[C@H]3[C@@H]1CCC2=O. The result is 0 (passed clinical trial). (4) The result is 0 (passed clinical trial). The compound is COc1ccc(OC)c(C(O)CNC(=O)C[NH3+])c1. (5) The molecule is C[N+]1(C)CCCC(OC(=O)C(O)(c2ccccc2)c2ccccc2)C1. The result is 0 (passed clinical trial). (6) The drug is CC(=O)O[C@H]1C[C@@H]2CC[C@@H]3[C@H](CC[C@@]4(C)[C@H]3C[C@H]([N+]3(C)CCCCC3)[C@@H]4OC(C)=O)[C@@]2(C)C[C@@H]1[N+]1(C)CCCCC1. The result is 0 (passed clinical trial). (7) The drug is CC(=O)OCC(CCn1cnc2cnc(N)nc21)COC(C)=O. The result is 0 (passed clinical trial). (8) The drug is CC[C@]1(O)C[C@H]2CN(CCc3c([nH]c4ccccc34)[C@@](C(=O)OC)(c3cc4c(cc3OC)N(C=O)[C@H]3[C@@](O)(C(=O)OC)[C@H](OC(C)=O)[C@]5(CC)C=CCN6CC[C@]43[C@@H]65)C2)C1. The result is 1 (failed clinical trial for toxicity). (9) The compound is CO[Si](C)(C)O[Si](C)(C)C. The result is 0 (passed clinical trial).